This data is from Full USPTO retrosynthesis dataset with 1.9M reactions from patents (1976-2016). The task is: Predict the reactants needed to synthesize the given product. (1) Given the product [Cl:13][C:14]1[CH:22]=[C:21]([Cl:23])[CH:20]=[CH:19][C:15]=1[C:16]([N:4]([O:3][CH3:2])[CH3:5])=[O:17], predict the reactants needed to synthesize it. The reactants are: Cl.[CH3:2][O:3][NH:4][CH3:5].C(N(CC)CC)C.[Cl:13][C:14]1[CH:22]=[C:21]([Cl:23])[CH:20]=[CH:19][C:15]=1[C:16](Cl)=[O:17].O. (2) Given the product [C:1]([NH:20][CH2:21][CH:22]1[C:27](=[O:28])[CH2:26][CH2:25][CH2:24][O:23]1)([C:14]1[CH:15]=[CH:16][CH:17]=[CH:18][CH:19]=1)([C:8]1[CH:9]=[CH:10][CH:11]=[CH:12][CH:13]=1)[C:2]1[CH:7]=[CH:6][CH:5]=[CH:4][CH:3]=1, predict the reactants needed to synthesize it. The reactants are: [C:1]([NH:20][CH2:21][CH:22]1[CH:27]([OH:28])[CH2:26][CH2:25][CH2:24][O:23]1)([C:14]1[CH:19]=[CH:18][CH:17]=[CH:16][CH:15]=1)([C:8]1[CH:13]=[CH:12][CH:11]=[CH:10][CH:9]=1)[C:2]1[CH:7]=[CH:6][CH:5]=[CH:4][CH:3]=1.C(N(CC)CC)C. (3) Given the product [Br:1][C:2]1[CH:3]=[CH:4][C:5]([N:8]([CH2:19][C:20]2[CH:21]=[N:22][CH:23]=[CH:24][CH:25]=2)[C:9]2[N:10]=[CH:11][CH:12]=[CH:13][N:14]=2)=[CH:6][CH:7]=1, predict the reactants needed to synthesize it. The reactants are: [Br:1][C:2]1[CH:7]=[CH:6][C:5]([NH:8][C:9]2[N:14]=[CH:13][CH:12]=[CH:11][N:10]=2)=[CH:4][CH:3]=1.[H-].[Na+].Cl.Cl[CH2:19][C:20]1[CH:21]=[N:22][CH:23]=[CH:24][CH:25]=1.C(N(CC)CC)C. (4) Given the product [CH3:1][O:2][P:3]([CH2:7][C:8]1[CH:13]=[CH:12][CH:11]=[CH:10][C:9]=1[NH2:14])(=[O:6])[O:4][CH3:5], predict the reactants needed to synthesize it. The reactants are: [CH3:1][O:2][P:3]([C:7](P(OC)(OC)=O)(O)[C:8]1[CH:13]=[CH:12][CH:11]=[CH:10][C:9]=1[N+:14]([O-])=O)(=[O:6])[O:4][CH3:5].O.O.[Sn](Cl)Cl.[OH-].[Na+].C(OCC)(=O)C. (5) Given the product [C:1]([C:3]1[N:4]=[CH:5][N:6]2[C:15]=1[C@@H:14]([CH2:16][CH3:17])[N:13]([CH:18]([CH3:20])[CH3:19])[C:12]1[N:11]=[C:10]([NH:21][C:22]3[C:30]([O:31][CH3:32])=[CH:29][C:25]([C:26]([NH:49][CH:47]4[CH2:46][N:45]([CH:42]5[CH2:41][CH2:40][N:39]([CH2:38][CH:35]6[CH2:36][CH2:37]6)[CH2:44][CH2:43]5)[CH2:48]4)=[O:27])=[C:24]([F:33])[CH:23]=3)[N:9]=[CH:8][C:7]2=1)#[N:2], predict the reactants needed to synthesize it. The reactants are: [C:1]([C:3]1[N:4]=[CH:5][N:6]2[C:15]=1[C@@H:14]([CH2:16][CH3:17])[N:13]([CH:18]([CH3:20])[CH3:19])[C:12]1[N:11]=[C:10]([NH:21][C:22]3[C:30]([O:31][CH3:32])=[CH:29][C:25]([C:26](O)=[O:27])=[C:24]([F:33])[CH:23]=3)[N:9]=[CH:8][C:7]2=1)#[N:2].Cl.[CH:35]1([CH2:38][N:39]2[CH2:44][CH2:43][CH:42]([N:45]3[CH2:48][CH:47]([NH2:49])[CH2:46]3)[CH2:41][CH2:40]2)[CH2:37][CH2:36]1. (6) Given the product [O:5]1[C:10]2[CH:11]=[CH:12][C:13]([CH2:15][N:16]([CH:24]3[CH2:29][CH2:28][N:27]([CH2:30][CH2:31][N:32]4[C:41]5[C:36](=[C:37]([NH:42][C:44]([CH3:45])=[O:46])[CH:38]=[CH:39][CH:40]=5)[CH:35]=[CH:34][C:33]4=[O:43])[CH2:26][CH2:25]3)[C:17](=[O:23])[O:18][C:19]([CH3:22])([CH3:21])[CH3:20])=[CH:14][C:9]=2[O:8][CH2:7][CH2:6]1, predict the reactants needed to synthesize it. The reactants are: C(Cl)(Cl)Cl.[O:5]1[C:10]2[CH:11]=[CH:12][C:13]([CH2:15][N:16]([CH:24]3[CH2:29][CH2:28][N:27]([CH2:30][CH2:31][N:32]4[C:41]5[C:36](=[C:37]([NH2:42])[CH:38]=[CH:39][CH:40]=5)[CH:35]=[CH:34][C:33]4=[O:43])[CH2:26][CH2:25]3)[C:17](=[O:23])[O:18][C:19]([CH3:22])([CH3:21])[CH3:20])=[CH:14][C:9]=2[O:8][CH2:7][CH2:6]1.[C:44](Cl)(=[O:46])[CH3:45].C(=O)([O-])O.[Na+]. (7) The reactants are: [NH2:1][C:2]1[C:7]([O:8][CH3:9])=[C:6]([Cl:10])[CH:5]=[C:4]([F:11])[C:3]=1[N:12]1[C:17](=[O:18])[CH:16]=[C:15]([C:19]([F:22])([F:21])[F:20])[N:14]([CH3:23])[C:13]1=[O:24].C(N(CC)CC)C.[F:32][C:33]1[CH:41]=[C:40]([F:42])[CH:39]=[CH:38][C:34]=1[C:35](Cl)=[O:36]. Given the product [Cl:10][C:6]1[CH:5]=[C:4]([F:11])[C:3]([N:12]2[C:17](=[O:18])[CH:16]=[C:15]([C:19]([F:22])([F:21])[F:20])[N:14]([CH3:23])[C:13]2=[O:24])=[C:2]([NH:1][C:35](=[O:36])[C:34]2[CH:38]=[CH:39][C:40]([F:42])=[CH:41][C:33]=2[F:32])[C:7]=1[O:8][CH3:9], predict the reactants needed to synthesize it.